From a dataset of Full USPTO retrosynthesis dataset with 1.9M reactions from patents (1976-2016). Predict the reactants needed to synthesize the given product. (1) Given the product [CH2:20]([O:27][C@@H:28]1[C@@H:37]([O:38][C:39]2[CH:44]=[CH:43][C:42]([C:6]3[CH:7]=[CH:8][CH:9]=[C:4]([C:3]([NH:2][CH3:1])=[O:19])[CH:5]=3)=[CH:41][CH:40]=2)[O:36][C@H:35]2[C@@H:30]([O:31][CH:32]([C:46]3[CH:51]=[CH:50][CH:49]=[CH:48][CH:47]=3)[O:33][CH2:34]2)[C@@H:29]1[F:52])[C:21]1[CH:26]=[CH:25][CH:24]=[CH:23][CH:22]=1, predict the reactants needed to synthesize it. The reactants are: [CH3:1][NH:2][C:3](=[O:19])[C:4]1[CH:9]=[CH:8][CH:7]=[C:6](B2OC(C)(C)C(C)(C)O2)[CH:5]=1.[CH2:20]([O:27][C@@H:28]1[CH:37]([O:38][C:39]2[CH:44]=[CH:43][C:42](I)=[CH:41][CH:40]=2)[O:36][C@H:35]2[C@@H:30]([O:31][CH:32]([C:46]3[CH:51]=[CH:50][CH:49]=[CH:48][CH:47]=3)[O:33][CH2:34]2)[C@@H:29]1[F:52])[C:21]1[CH:26]=[CH:25][CH:24]=[CH:23][CH:22]=1.C([O-])([O-])=O.[Cs+].[Cs+]. (2) Given the product [CH:40]1([CH2:43][O:44][C:45]2[CH:53]=[CH:52][C:48]3[O:49][CH2:50][O:51][C:47]=3[C:46]=2[C:54]2[C:55]3[NH:62][C:61]([CH3:63])=[C:60]([C:64]([NH:2][C@@H:3]([CH2:33][C:34]4[CH:39]=[CH:38][N:37]=[CH:36][CH:35]=4)[C:4]([N:6]4[CH2:7][CH2:8][CH:9]([N:12]5[N:21]=[C:20]([C:22]6[CH:27]=[CH:26][C:25]([O:28][CH3:29])=[C:24]([O:30][CH3:31])[CH:23]=6)[C@@H:19]6[C@@H:14]([CH2:15][CH2:16][CH2:17][CH2:18]6)[C:13]5=[O:32])[CH2:10][CH2:11]4)=[O:5])=[O:65])[C:56]=3[N:57]=[CH:58][N:59]=2)[CH2:41][CH2:42]1, predict the reactants needed to synthesize it. The reactants are: Cl.[NH2:2][C@@H:3]([CH2:33][C:34]1[CH:39]=[CH:38][N:37]=[CH:36][CH:35]=1)[C:4]([N:6]1[CH2:11][CH2:10][CH:9]([N:12]2[N:21]=[C:20]([C:22]3[CH:27]=[CH:26][C:25]([O:28][CH3:29])=[C:24]([O:30][CH3:31])[CH:23]=3)[C@@H:19]3[C@@H:14]([CH2:15][CH2:16][CH2:17][CH2:18]3)[C:13]2=[O:32])[CH2:8][CH2:7]1)=[O:5].[CH:40]1([CH2:43][O:44][C:45]2[CH:53]=[CH:52][C:48]3[O:49][CH2:50][O:51][C:47]=3[C:46]=2[C:54]2[C:55]3[NH:62][C:61]([CH3:63])=[C:60]([C:64](O)=[O:65])[C:56]=3[N:57]=[CH:58][N:59]=2)[CH2:42][CH2:41]1.CCOC(C(C#N)=NOC(N1CCOCC1)=[N+](C)C)=O.F[P-](F)(F)(F)(F)F.CCN(C(C)C)C(C)C.C(=O)(O)[O-].[Na+].